Task: Regression. Given a peptide amino acid sequence and an MHC pseudo amino acid sequence, predict their binding affinity value. This is MHC class I binding data.. Dataset: Peptide-MHC class I binding affinity with 185,985 pairs from IEDB/IMGT (1) The peptide sequence is TQRKKTLGF. The MHC is HLA-B58:01 with pseudo-sequence HLA-B58:01. The binding affinity (normalized) is 0.0847. (2) The peptide sequence is HYDAPVFPI. The MHC is HLA-A30:01 with pseudo-sequence HLA-A30:01. The binding affinity (normalized) is 0.0847.